From a dataset of Reaction yield outcomes from USPTO patents with 853,638 reactions. Predict the reaction yield, written as a fraction of the theoretical maximum amount of product (1.0 means a 100% yield; for example, 0.34 means a 34% yield). (1) The reactants are C(N(C(C)C)C(C)C)C.[NH:10]1[CH2:14][CH2:13][CH2:12][CH2:11]1.[C:15]([C:17]1[CH:22]=[CH:21][C:20]([NH:23][CH:24]([C:30]2[CH:35]=[C:34]([CH2:36]OS(C)(=O)=O)[CH:33]=[C:32]([O:42][CH2:43][CH3:44])[CH:31]=2)[C:25]([O:27][CH2:28][CH3:29])=[O:26])=[CH:19][CH:18]=1)#[N:16]. The catalyst is C1COCC1. The product is [C:15]([C:17]1[CH:22]=[CH:21][C:20]([NH:23][CH:24]([C:30]2[CH:35]=[C:34]([CH2:36][N:10]3[CH2:14][CH2:13][CH2:12][CH2:11]3)[CH:33]=[C:32]([O:42][CH2:43][CH3:44])[CH:31]=2)[C:25]([O:27][CH2:28][CH3:29])=[O:26])=[CH:19][CH:18]=1)#[N:16]. The yield is 0.730. (2) The reactants are [C:1]([C:5]1[CH:34]=[CH:33][C:8]([CH2:9][N:10]([CH2:31][CH3:32])[C:11](=[O:30])[CH2:12][O:13][C:14]2[CH:19]=[CH:18][C:17]([CH2:20][C@H:21]([O:27][CH2:28][CH3:29])[C:22]([O:24]CC)=[O:23])=[CH:16][CH:15]=2)=[CH:7][CH:6]=1)([CH3:4])([CH3:3])[CH3:2].[Li+].[OH-].Cl. The catalyst is C1COCC1. The product is [C:1]([C:5]1[CH:6]=[CH:7][C:8]([CH2:9][N:10]([CH2:31][CH3:32])[C:11](=[O:30])[CH2:12][O:13][C:14]2[CH:15]=[CH:16][C:17]([CH2:20][C@H:21]([O:27][CH2:28][CH3:29])[C:22]([OH:24])=[O:23])=[CH:18][CH:19]=2)=[CH:33][CH:34]=1)([CH3:2])([CH3:3])[CH3:4]. The yield is 0.860. (3) The reactants are [OH:1][C:2]1[CH:10]=[C:9]2[C:5]([CH:6]=[C:7]([C:11]([OH:13])=O)[NH:8]2)=[CH:4][CH:3]=1.C(N(CC)CC)C.[CH2:21]([CH:28]1[CH2:33][CH2:32][NH:31][CH2:30][CH2:29]1)[C:22]1[CH:27]=[CH:26][CH:25]=[CH:24][CH:23]=1.CN(C(ON1N=NC2C=CC=CC1=2)=[N+](C)C)C.F[P-](F)(F)(F)(F)F. The catalyst is CN(C)C=O. The product is [CH2:21]([CH:28]1[CH2:33][CH2:32][N:31]([C:11]([C:7]2[NH:8][C:9]3[C:5]([CH:6]=2)=[CH:4][CH:3]=[C:2]([OH:1])[CH:10]=3)=[O:13])[CH2:30][CH2:29]1)[C:22]1[CH:27]=[CH:26][CH:25]=[CH:24][CH:23]=1. The yield is 0.710. (4) The reactants are N1[C:10]2[C:5](=[CH:6][CH:7]=[CH:8][C:9]=2[C:11]([OH:13])=O)[CH2:4][CH2:3][CH2:2]1.[CH2:14]([O:16][C:17]([C:19]1([NH2:29])[CH2:27][C:26]2[CH:25]=[N:24][C:23]([CH3:28])=[CH:22][C:21]=2[CH2:20]1)=[O:18])[CH3:15].[CH3:30]N(C(ON1N=NC2C=CC=NC1=2)=[N+](C)C)C.F[P-](F)(F)(F)(F)F.CCN(C(C)C)C(C)C. The catalyst is CN(C=O)C. The product is [CH2:14]([O:16][C:17]([C:19]1([NH:29][C:11]([C:9]2[C:10]3[CH2:30][CH2:2][CH2:3][CH2:4][C:5]=3[CH:6]=[CH:7][CH:8]=2)=[O:13])[CH2:27][C:26]2[CH:25]=[N:24][C:23]([CH3:28])=[CH:22][C:21]=2[CH2:20]1)=[O:18])[CH3:15]. The yield is 0.190. (5) The reactants are [NH2:1][C:2]1[CH:12]=[CH:11][C:10]([CH3:13])=[CH:9][C:3]=1[C:4]([O:6][CH2:7][CH3:8])=[O:5].[Br:14][C:15]1[C:20]([CH3:21])=[CH:19][C:18](I)=[CH:17][N:16]=1. No catalyst specified. The product is [Br:14][C:15]1[N:16]=[CH:17][C:18]([NH:1][C:2]2[CH:12]=[CH:11][C:10]([CH3:13])=[CH:9][C:3]=2[C:4]([O:6][CH2:7][CH3:8])=[O:5])=[CH:19][C:20]=1[CH3:21]. The yield is 0.250. (6) The product is [C:1]([O:4][C@H:5]1[CH2:22][CH2:21][C@@:20]2([CH3:23])[C:7](=[CH:8][CH2:9][C@@H:10]3[C@@H:19]2[CH2:18][CH2:17][C@@:15]2([CH3:16])[C@H:11]3[CH2:12][CH:13]=[C:14]2[N:24]2[C:28]3[CH:29]=[CH:30][CH:31]=[CH:32][C:27]=3[N:26]=[CH:25]2)[CH2:6]1)(=[O:3])[CH3:2]. The yield is 0.738. The reactants are [C:1]([O:4][C@H:5]1[CH2:22][CH2:21][C@@:20]2([CH3:23])[C:7](=[CH:8][CH2:9][C@@H:10]3[C@@H:19]2[CH2:18][CH2:17][C@@:15]2([CH3:16])[C@H:11]3[CH2:12][C:13](C=O)=[C:14]2[N:24]2[C:28]3[CH:29]=[CH:30][CH:31]=[CH:32][C:27]=3[N:26]=[CH:25]2)[CH2:6]1)(=[O:3])[CH3:2]. The catalyst is C(#N)C1C=CC=CC=1.[Pd]. (7) The reactants are [Cl:1][C:2]1[CH:3]=[N:4][NH:5][C:6](=[O:9])[C:7]=1[Cl:8].C(N(CC)C(C)C)(C)C.[CH3:19][O:20][CH2:21]Br.O. The catalyst is C(Cl)Cl. The product is [Cl:8][C:7]1[C:6](=[O:9])[N:5]([CH2:19][O:20][CH3:21])[N:4]=[CH:3][C:2]=1[Cl:1]. The yield is 0.748. (8) The reactants are C1CCN2C(=NCCC2)CC1.Br[CH2:13][C:14]([C:16]1[CH:21]=[CH:20][CH:19]=[CH:18][CH:17]=1)=[O:15].C1(C)C=CC(S([NH:31][NH:32]S(C2C=CC(C)=CC=2)(=O)=O)(=O)=O)=CC=1. The catalyst is C1COCC1. The product is [N+:31](=[CH:13][C:14]([C:16]1[CH:21]=[CH:20][CH:19]=[CH:18][CH:17]=1)=[O:15])=[N-:32]. The yield is 0.820. (9) The reactants are C([O:4][C:5]1[CH:10]=[C:9]([C:11]([O:13][CH3:14])=[O:12])[CH:8]=[CH:7][N:6]=1)(=O)C. The catalyst is CO. The product is [O:4]=[C:5]1[CH:10]=[C:9]([C:11]([O:13][CH3:14])=[O:12])[CH:8]=[CH:7][NH:6]1. The yield is 0.940. (10) The catalyst is C(Cl)Cl.CCOCC.C([O-])(O)=O.[Na+]. The reactants are CC(OI1(OC(C)=O)(OC(C)=O)OC(=O)C2C=CC=CC1=2)=O.[CH3:23][S:24]([N:27]1[CH2:32][CH2:31][C:30]2[N:33]([CH2:46][CH2:47][CH2:48][OH:49])[N:34]=[C:35]([C:36]3[CH:41]=[CH:40][C:39]([C:42]([F:45])([F:44])[F:43])=[CH:38][CH:37]=3)[C:29]=2[CH2:28]1)(=[O:26])=[O:25].[O-]S([O-])(=S)=O.[Na+].[Na+]. The yield is 0.850. The product is [CH3:23][S:24]([N:27]1[CH2:32][CH2:31][C:30]2[N:33]([CH2:46][CH2:47][CH:48]=[O:49])[N:34]=[C:35]([C:36]3[CH:37]=[CH:38][C:39]([C:42]([F:43])([F:44])[F:45])=[CH:40][CH:41]=3)[C:29]=2[CH2:28]1)(=[O:26])=[O:25].